From a dataset of Reaction yield outcomes from USPTO patents with 853,638 reactions. Predict the reaction yield, written as a fraction of the theoretical maximum amount of product (1.0 means a 100% yield; for example, 0.34 means a 34% yield). (1) The reactants are [Br:1][C:2]1[CH:23]=[CH:22][C:5]2=[N:6][C:7]3[CH2:8][CH2:9][N:10]([C:15]([O:17][C:18]([CH3:21])([CH3:20])[CH3:19])=[O:16])[CH2:11][C:12]=3[C:13](Cl)=[C:4]2[CH:3]=1.Cl.[Cl:25][C:26]1[CH:27]=[C:28]([CH:31]=[CH:32][C:33]=1[O:34][CH3:35])[CH2:29][NH2:30].[Na+].[I-]. The catalyst is CN1C(=O)CCC1.CCOCC. The product is [Br:1][C:2]1[CH:23]=[CH:22][C:5]2=[N:6][C:7]3[CH2:8][CH2:9][N:10]([C:15]([O:17][C:18]([CH3:19])([CH3:21])[CH3:20])=[O:16])[CH2:11][C:12]=3[C:13]([NH:30][CH2:29][C:28]3[CH:31]=[CH:32][C:33]([O:34][CH3:35])=[C:26]([Cl:25])[CH:27]=3)=[C:4]2[CH:3]=1. The yield is 0.400. (2) The reactants are [CH2:1]([NH:13][C:14]1[CH:19]=[CH:18][CH:17]=[CH:16][C:15]=1[C:20]1[CH:32]=[CH:31][C:30]2[C:29]3[C:24](=[CH:25][C:26]([C:33]4[CH:38]=[CH:37][CH:36]=[CH:35][C:34]=4[NH:39][CH2:40][CH2:41][CH2:42][CH2:43][CH2:44][CH2:45][CH2:46][CH2:47][CH2:48][CH2:49][CH2:50][CH3:51])=[CH:27][CH:28]=3)[C:23](=[O:52])[C:22]=2[CH:21]=1)[CH2:2][CH2:3][CH2:4][CH2:5][CH2:6][CH2:7][CH2:8][CH2:9][CH2:10][CH2:11][CH3:12].C(O)(=O)C.C(O)(=O)C.IC1C=CC=CC=1.ClCCl. The catalyst is C1(C)C=CC=CC=1.CC([O-])=O.CC([O-])=O.[Pd+2]. The product is [CH2:1]([N:13]1[C:32]2[CH:31]=[C:30]3[C:29]4[C:24]([C:23](=[O:52])[C:22]3=[CH:21][C:20]=2[C:15]2[C:14]1=[CH:19][CH:18]=[CH:17][CH:16]=2)=[CH:25][C:26]1[C:33]2[CH:38]=[CH:37][CH:36]=[CH:35][C:34]=2[N:39]([CH2:40][CH2:41][CH2:42][CH2:43][CH2:44][CH2:45][CH2:46][CH2:47][CH2:48][CH2:49][CH2:50][CH3:51])[C:27]=1[CH:28]=4)[CH2:2][CH2:3][CH2:4][CH2:5][CH2:6][CH2:7][CH2:8][CH2:9][CH2:10][CH2:11][CH3:12]. The yield is 0.750. (3) The reactants are [F-].C([N+](CCCC)(CCCC)CCCC)CCC.C(C[Si]([O:29][C:30]1[CH:35]=[CH:34][CH:33]=[C:32](O[Si](C(C)(C)C)(C)C)[C:31]=1[CH:44]1[CH2:49][CH2:48][C:47](=[CH2:50])[CH2:46][CH2:45]1)(C(C)C)C)(C)(C)C.[O:51]1CCCC1. No catalyst specified. The product is [CH2:50]=[C:47]1[CH2:48][CH2:49][CH:44]([C:31]2[CH:32]=[CH:33][C:34]([OH:51])=[CH:35][C:30]=2[OH:29])[CH2:45][CH2:46]1. The yield is 0.900. (4) The reactants are [CH3:1][C:2]1[C:3]([C:8](=O)[CH3:9])=[N:4][CH:5]=[CH:6][CH:7]=1.[NH2:11][C:12]([NH2:14])=[S:13].II.C([O-])(O)=O.[Na+]. The catalyst is O1CCOCC1. The product is [CH3:1][C:2]1[C:3]([C:8]2[N:11]=[C:12]([NH2:14])[S:13][CH:9]=2)=[N:4][CH:5]=[CH:6][CH:7]=1. The yield is 0.400. (5) The reactants are C([N:8]1[CH2:13][CH2:12][N:11]([C:14]2[C:15]3[S:22][C:21]([CH3:23])=[CH:20][C:16]=3[N:17]=[CH:18][N:19]=2)[CH2:10][CH2:9]1)C1C=CC=CC=1.[NH:24]([C:37]([O:39][C:40]([CH3:43])([CH3:42])[CH3:41])=[O:38])[C@@H:25]([C:34]([OH:36])=O)[CH2:26][C:27]1[CH:32]=[CH:31][C:30]([Cl:33])=[CH:29][CH:28]=1.C1C=CC2N(O)N=NC=2C=1.CCN=C=NCCCN(C)C. The catalyst is CO.C(O)(C(F)(F)F)=O.[Pd]. The product is [C:40]([O:39][C:37](=[O:38])[NH:24][CH:25]([CH2:26][C:27]1[CH:28]=[CH:29][C:30]([Cl:33])=[CH:31][CH:32]=1)[C:34]([N:8]1[CH2:13][CH2:12][N:11]([C:14]2[C:15]3[S:22][C:21]([CH3:23])=[CH:20][C:16]=3[N:17]=[CH:18][N:19]=2)[CH2:10][CH2:9]1)=[O:36])([CH3:43])([CH3:42])[CH3:41]. The yield is 0.590. (6) The reactants are [CH2:1]([O:8][C:9]1[CH:10]=[CH:11][C:12]2[CH2:13][C@H:14]3[N:26]([CH2:27][CH:28]4[CH2:30][CH2:29]4)[CH2:25][CH2:24][C@:20]45[C:21]=2[C:22]=1[O:23][C@H:19]4[C@@H:18]([N:31]1[CH2:35][CH2:34][CH2:33][C:32]1=[O:36])[CH2:17][CH2:16][C@@:15]35[OH:37])[C:2]1[CH:7]=[CH:6][CH:5]=[CH:4][CH:3]=1.[F:38][C:39]([F:50])([F:49])[O:40][C:41]1[CH:48]=[CH:47][C:44]([CH2:45]Br)=[CH:43][CH:42]=1. No catalyst specified. The product is [CH2:1]([O:8][C:9]1[CH:10]=[CH:11][C:12]2[CH2:13][C@H:14]3[N:26]([CH2:27][CH:28]4[CH2:29][CH2:30]4)[CH2:25][CH2:24][C@:20]45[C:21]=2[C:22]=1[O:23][C@H:19]4[C@@H:18]([N:31]1[CH2:35][CH2:34][CH:33]([CH2:45][C:44]2[CH:47]=[CH:48][C:41]([O:40][C:39]([F:38])([F:49])[F:50])=[CH:42][CH:43]=2)[C:32]1=[O:36])[CH2:17][CH2:16][C@@:15]35[OH:37])[C:2]1[CH:3]=[CH:4][CH:5]=[CH:6][CH:7]=1. The yield is 1.00.